This data is from Full USPTO retrosynthesis dataset with 1.9M reactions from patents (1976-2016). The task is: Predict the reactants needed to synthesize the given product. (1) Given the product [CH3:1][O:2][C:3]1[CH:8]=[C:7]([N+:9]([O-:11])=[O:10])[CH:6]=[CH:5][C:4]=1[C:12]1[CH:13]=[CH:14][N:15]([CH2:22][CH2:23][NH2:24])[N:16]=1, predict the reactants needed to synthesize it. The reactants are: [CH3:1][O:2][C:3]1[CH:8]=[C:7]([N+:9]([O-:11])=[O:10])[CH:6]=[CH:5][C:4]=1[C:12]1[NH:16][N:15]=[CH:14][CH:13]=1.CS(O[CH2:22][CH2:23][NH:24]C(OC(C)(C)C)=O)(=O)=O. (2) Given the product [CH3:1][CH:2]1[NH:3][CH2:4][CH2:5][N:6]([C:20]([O:19][C:16]([CH3:18])([CH3:17])[CH3:15])=[O:21])[CH2:7]1, predict the reactants needed to synthesize it. The reactants are: [CH3:1][CH:2]1[CH2:7][NH:6][CH2:5][CH2:4][NH:3]1.C(N(CC)CC)C.[CH3:15][C:16]([O:19][C:20](O[C:20]([O:19][C:16]([CH3:18])([CH3:17])[CH3:15])=[O:21])=[O:21])([CH3:18])[CH3:17]. (3) The reactants are: Cl[CH2:2][C:3]1[CH:4]=[C:5]([C:11]([O:13][C:14]([CH3:17])([CH3:16])[CH3:15])=[O:12])[CH:6]=[N:7][C:8]=1[CH2:9]Cl.[Cl:18][C:19]1[C:20]2[CH2:27][C:26](=[O:28])[NH:25][C:21]=2[N:22]=[CH:23][N:24]=1.C(=O)([O-])[O-].[Cs+].[Cs+].[Br-].[Na+].C(=O)(O)[O-].[Na+]. Given the product [Cl:18][C:19]1[C:20]2[C@:27]3([CH2:9][C:8]4=[N:7][CH:6]=[C:5]([C:11]([O:13][C:14]([CH3:17])([CH3:16])[CH3:15])=[O:12])[CH:4]=[C:3]4[CH2:2]3)[C:26](=[O:28])[NH:25][C:21]=2[N:22]=[CH:23][N:24]=1, predict the reactants needed to synthesize it. (4) The reactants are: [OH-].[Na+:2].[NH2:3][C:4]1[C:13]2[C:8](=[N:9][CH:10]=[CH:11][CH:12]=2)[N:7]([O:14][CH2:15][C:16]2[CH:21]=[CH:20][CH:19]=[CH:18][CH:17]=2)[C:6](=[O:22])[C:5]=1[C:23]([O:25]CC)=[O:24]. Given the product [NH2:3][C:4]1[C:13]2[C:8](=[N:9][CH:10]=[CH:11][CH:12]=2)[N:7]([O:14][CH2:15][C:16]2[CH:21]=[CH:20][CH:19]=[CH:18][CH:17]=2)[C:6](=[O:22])[C:5]=1[C:23]([O-:25])=[O:24].[Na+:2], predict the reactants needed to synthesize it. (5) Given the product [C:6]([C:4]1[CH:5]=[N:1][N:2]([CH2:15][C:16]([O:18][CH2:19][CH3:20])=[O:17])[CH:3]=1)#[N:7], predict the reactants needed to synthesize it. The reactants are: [NH:1]1[CH:5]=[C:4]([C:6]#[N:7])[CH:3]=[N:2]1.C(=O)([O-])[O-].[K+].[K+].Br[CH2:15][C:16]([O:18][CH2:19][CH3:20])=[O:17]. (6) Given the product [C:20]([O:19][C:17]([N:4]([CH2:5][C:6]1[CH:7]=[C:8]([O:13][CH3:14])[CH:9]=[CH:10][C:11]=1[Br:12])[CH2:3][C:2]([F:1])([F:15])[F:16])=[O:18])([CH3:23])([CH3:22])[CH3:21], predict the reactants needed to synthesize it. The reactants are: [F:1][C:2]([F:16])([F:15])[CH2:3][NH:4][CH2:5][C:6]1[CH:7]=[C:8]([O:13][CH3:14])[CH:9]=[CH:10][C:11]=1[Br:12].[C:17](O[C:17]([O:19][C:20]([CH3:23])([CH3:22])[CH3:21])=[O:18])([O:19][C:20]([CH3:23])([CH3:22])[CH3:21])=[O:18]. (7) The reactants are: [CH2:1]([O:4][C:5]1[C:12]([O:13][CH3:14])=[C:11]([N+:15]([O-:17])=[O:16])[CH:10]=[CH:9][C:6]=1[CH:7]=[O:8])[CH:2]=[CH2:3].CC(=CC)C.[O-:23]Cl=O.[Na+]. Given the product [CH2:1]([O:4][C:5]1[C:12]([O:13][CH3:14])=[C:11]([N+:15]([O-:17])=[O:16])[CH:10]=[CH:9][C:6]=1[C:7]([OH:23])=[O:8])[CH:2]=[CH2:3], predict the reactants needed to synthesize it. (8) Given the product [CH2:1]([O:3][C:4]([N:6]1[CH2:9][C:8]2([CH2:18][C:17](=[O:19])[C:16]3[C:11](=[CH:12][CH:13]=[C:14](/[CH:20]=[CH:21]/[C:22]([NH:24][OH:25])=[O:23])[CH:15]=3)[O:10]2)[CH2:7]1)=[O:5])[CH3:2], predict the reactants needed to synthesize it. The reactants are: [CH2:1]([O:3][C:4]([N:6]1[CH2:9][C:8]2([CH2:18][C:17](=[O:19])[C:16]3[C:11](=[CH:12][CH:13]=[C:14](/[CH:20]=[CH:21]/[C:22]([NH:24][O:25]C4CCCCO4)=[O:23])[CH:15]=3)[O:10]2)[CH2:7]1)=[O:5])[CH3:2].Cl. (9) Given the product [CH2:23]([O:22][C:4]1[C:5]([C:20]#[N:21])=[C:6]([C:10]2[CH:15]=[CH:14][C:13]([O:16][CH2:17][CH2:18][OH:19])=[CH:12][CH:11]=2)[C:7]([C:8]#[N:9])=[C:2]([SH:25])[N:3]=1)[CH3:24], predict the reactants needed to synthesize it. The reactants are: Cl[C:2]1[C:7]([C:8]#[N:9])=[C:6]([C:10]2[CH:15]=[CH:14][C:13]([O:16][CH2:17][CH2:18][OH:19])=[CH:12][CH:11]=2)[C:5]([C:20]#[N:21])=[C:4]([O:22][CH2:23][CH3:24])[N:3]=1.[S-2:25].[Na+].[Na+].